This data is from Catalyst prediction with 721,799 reactions and 888 catalyst types from USPTO. The task is: Predict which catalyst facilitates the given reaction. Reactant: [CH:1]1([CH2:4][O:5][C:6]2[CH:11]=[CH:10][C:9]([N+:12]([O-])=O)=[CH:8][N:7]=2)[CH2:3][CH2:2]1.C(N)CN. Product: [CH:1]1([CH2:4][O:5][C:6]2[N:7]=[CH:8][C:9]([NH2:12])=[CH:10][CH:11]=2)[CH2:2][CH2:3]1. The catalyst class is: 29.